Dataset: Forward reaction prediction with 1.9M reactions from USPTO patents (1976-2016). Task: Predict the product of the given reaction. (1) Given the reactants Br[C:2]1[CH:3]=[C:4]([N:8]2[C:16]3[CH:15]=[C:14]([CH3:17])[N:13]=[CH:12][C:11]=3[C:10]([C:18]([O:20][CH3:21])=[O:19])=[N:9]2)[CH:5]=[CH:6][CH:7]=1.[C:22]([C@:24]1([OH:31])[CH2:28][CH2:27][N:26]([CH3:29])[C:25]1=[O:30])#[CH:23], predict the reaction product. The product is: [OH:31][C@@:24]1([C:22]#[C:23][C:2]2[CH:3]=[C:4]([N:8]3[C:16]4[CH:15]=[C:14]([CH3:17])[N:13]=[CH:12][C:11]=4[C:10]([C:18]([O:20][CH3:21])=[O:19])=[N:9]3)[CH:5]=[CH:6][CH:7]=2)[CH2:28][CH2:27][N:26]([CH3:29])[C:25]1=[O:30]. (2) Given the reactants [Si:1]([O:8][C:9]([CH3:14])([CH3:13])[C@@H:10]([NH2:12])[CH3:11])([C:4]([CH3:7])([CH3:6])[CH3:5])([CH3:3])[CH3:2].Cl[CH2:16][CH2:17][C:18]([C:23]1[CH:28]=[CH:27][CH:26]=[CH:25][CH:24]=1)([OH:22])[CH2:19][CH:20]=[CH2:21].C([O-])([O-])=O.[K+].[K+], predict the reaction product. The product is: [Si:1]([O:8][C:9]([CH3:13])([CH3:14])[C@@H:10]([NH:12][CH2:16][CH2:17][C:18]([C:23]1[CH:24]=[CH:25][CH:26]=[CH:27][CH:28]=1)([OH:22])[CH2:19][CH:20]=[CH2:21])[CH3:11])([C:4]([CH3:7])([CH3:6])[CH3:5])([CH3:3])[CH3:2].